Dataset: Reaction yield outcomes from USPTO patents with 853,638 reactions. Task: Predict the reaction yield, written as a fraction of the theoretical maximum amount of product (1.0 means a 100% yield; for example, 0.34 means a 34% yield). (1) The reactants are FC1C(O[C:9](=[O:27])[C:10]2[CH:15]=[CH:14][C:13]([F:16])=[C:12]([F:17])[C:11]=2[NH:18][C:19]2[CH:24]=[CH:23][C:22]([I:25])=[CH:21][C:20]=2[Cl:26])=C(F)C(F)=C(F)C=1F.[NH2:32][O:33][CH2:34][CH2:35][OH:36].C(N(CC)C(C)C)(C)C. The catalyst is CN(C)C=O. The product is [Cl:26][C:20]1[CH:21]=[C:22]([I:25])[CH:23]=[CH:24][C:19]=1[NH:18][C:11]1[C:12]([F:17])=[C:13]([F:16])[CH:14]=[CH:15][C:10]=1[C:9]([NH:32][O:33][CH2:34][CH2:35][OH:36])=[O:27]. The yield is 0.900. (2) The reactants are [C:9](O[C:9]([O:11][C:12]([CH3:15])([CH3:14])[CH3:13])=[O:10])([O:11][C:12]([CH3:15])([CH3:14])[CH3:13])=[O:10].[NH2:16][C:17]1[CH:22]=[CH:21][N:20]=[CH:19][CH:18]=1.Cl. The catalyst is C(Cl)Cl. The product is [C:12]([O:11][C:9](=[O:10])[NH:16][C:17]1[CH:22]=[CH:21][N:20]=[CH:19][CH:18]=1)([CH3:13])([CH3:14])[CH3:15]. The yield is 0.830. (3) The reactants are Br.[NH2:2][C:3]1[C:8]([CH2:9]Br)=[CH:7][C:6]([Br:11])=[CH:5][N:4]=1.[CH3:12][NH2:13]. The product is [NH2:2][C:3]1[C:8]([CH2:9][NH:13][CH3:12])=[CH:7][C:6]([Br:11])=[CH:5][N:4]=1. The catalyst is C1COCC1. The yield is 0.800. (4) The reactants are [NH2:1][C:2]1[N:7]=[CH:6][N:5]=[C:4]2[N:8]([CH:12]([C:14]3[C:15]([O:31][CH3:32])=[C:16]([CH:22]4[CH2:25][N:24]([C@H:26]([CH3:30])[C:27]([OH:29])=O)[CH2:23]4)[C:17]([CH3:21])=[C:18]([Cl:20])[CH:19]=3)[CH3:13])[N:9]=[C:10]([CH3:11])[C:3]=12.F[P-](F)(F)(F)(F)F.N1(O[P+](N(C)C)(N(C)C)[N:51]([CH3:53])[CH3:52])C2C=CC=CC=2N=N1.C(N(CC)CC)C.Cl.CNC. The catalyst is CN(C=O)C.CO. The product is [NH2:1][C:2]1[N:7]=[CH:6][N:5]=[C:4]2[N:8]([CH:12]([C:14]3[C:15]([O:31][CH3:32])=[C:16]([CH:22]4[CH2:25][N:24]([C@H:26]([CH3:30])[C:27]([N:51]([CH3:53])[CH3:52])=[O:29])[CH2:23]4)[C:17]([CH3:21])=[C:18]([Cl:20])[CH:19]=3)[CH3:13])[N:9]=[C:10]([CH3:11])[C:3]=12. The yield is 0.630. (5) The reactants are [N:1]1[C:9]([NH2:10])=[C:8]2[C:4]([N:5]=[CH:6][NH:7]2)=[N:3][CH:2]=1.[Na].[C:12]([O:16][CH2:17][CH3:18])(=[O:15])[CH:13]=[CH2:14]. The catalyst is C(O)C. The product is [NH2:10][C:9]1[N:1]=[CH:2][N:3]=[C:4]2[C:8]=1[N:7]=[CH:6][N:5]2[CH2:14][CH2:13][C:12]([O:16][CH2:17][CH3:18])=[O:15]. The yield is 0.730. (6) The reactants are [CH3:1][O:2][C:3]([CH:5]1[CH2:9][CH:8]([CH2:10][OH:11])[CH2:7][N:6]1[C:12]([O:14][C:15]([CH3:18])([CH3:17])[CH3:16])=[O:13])=[O:4].[F:19][C:20]([F:28])(S(F)(=O)=O)C(O)=O. The catalyst is CC#N.[Cu]I. The product is [CH3:1][O:2][C:3]([CH:5]1[CH2:9][CH:8]([CH2:10][O:11][CH:20]([F:28])[F:19])[CH2:7][N:6]1[C:12]([O:14][C:15]([CH3:18])([CH3:17])[CH3:16])=[O:13])=[O:4]. The yield is 0.570.